Task: Predict the reactants needed to synthesize the given product.. Dataset: Full USPTO retrosynthesis dataset with 1.9M reactions from patents (1976-2016) (1) Given the product [C:1]([O:5][C:6]([N:8]1[CH2:13][CH2:12][CH2:11][C@H:10]([NH:14][C:15]([C:17]2[C:21]([NH:22][C:23]([NH:25][CH2:36][CH2:35][O:34][CH3:33])=[O:24])=[CH:20][N:19]([C:26]3[CH:31]=[CH:30][CH:29]=[C:28]([F:32])[CH:27]=3)[CH:18]=2)=[O:16])[CH2:9]1)=[O:7])([CH3:4])([CH3:2])[CH3:3], predict the reactants needed to synthesize it. The reactants are: [C:1]([O:5][C:6]([N:8]1[CH2:13][CH2:12][CH2:11][C@H:10]([NH:14][C:15]([C:17]2[C:21]([NH:22][C:23]([NH2:25])=[O:24])=[CH:20][N:19]([C:26]3[CH:31]=[CH:30][CH:29]=[C:28]([F:32])[CH:27]=3)[CH:18]=2)=[O:16])[CH2:9]1)=[O:7])([CH3:4])([CH3:3])[CH3:2].[CH3:33][O:34][CH2:35][CH2:36]N. (2) Given the product [CH:10]([C:9]1[CH:8]=[C:7]([CH:14]=[CH:13][CH:12]=1)[O:6][CH2:2][C:3]([OH:5])=[O:4])=[O:11], predict the reactants needed to synthesize it. The reactants are: Cl[CH2:2][C:3]([OH:5])=[O:4].[OH:6][C:7]1[CH:8]=[C:9]([CH:12]=[CH:13][CH:14]=1)[CH:10]=[O:11].[OH-].[Na+].Cl. (3) Given the product [NH:51]1[C:50]([CH2:49][CH2:48][N:34]2[CH2:33][CH2:32][N:31]([CH2:30][C:27]3[CH:28]=[CH:29][C:24]([C:22]4[S:23][C:16]5[C:17](=[N:18][CH:19]=[CH:20][C:15]=5[O:14][C:11]5[CH:12]=[CH:13][C:8]([NH:7][C:5]([NH:4][CH:1]6[CH2:3][CH2:2]6)=[O:6])=[CH:9][C:10]=5[F:37])[CH:21]=4)=[N:25][CH:26]=3)[CH2:36][CH2:35]2)=[N:54][N:53]=[N:52]1, predict the reactants needed to synthesize it. The reactants are: [CH:1]1([NH:4][C:5]([NH:7][C:8]2[CH:13]=[CH:12][C:11]([O:14][C:15]3[CH:20]=[CH:19][N:18]=[C:17]4[CH:21]=[C:22]([C:24]5[CH:29]=[CH:28][C:27]([CH2:30][N:31]6[CH2:36][CH2:35][NH:34][CH2:33][CH2:32]6)=[CH:26][N:25]=5)[S:23][C:16]=34)=[C:10]([F:37])[CH:9]=2)=[O:6])[CH2:3][CH2:2]1.CCN(C(C)C)C(C)C.Cl[CH2:48][CH2:49][C:50]1[NH:54][N:53]=[N:52][N:51]=1.CO.O. (4) Given the product [CH2:35]([OH:57])[C@H:36]1[O:41][C@H:40]([O:34][CH2:1][C@H:2]2[O:7][C@H:6]([O:8][C@H:9]3[C@H:14]([OH:15])[C@@H:13]([OH:16])[C@@H:12]([O:17][C@H:18]4[C@H:23]([OH:24])[C@@H:22]([OH:25])[CH:21]([OH:26])[O:20][C@@H:19]4[CH2:27][OH:28])[O:11][C@@H:10]3[CH2:29][OH:30])[C@H:5]([OH:31])[C@@H:4]([OH:32])[C@@H:3]2[OH:33])[C@H:39]([OH:54])[C@@H:38]([OH:55])[C@@H:37]1[OH:56].[CH2:35]([OH:57])[C@H:36]1[O:41][C@H:40]([O:42][C@H:43]2[C@H:48]([OH:49])[C@@H:47]([OH:50])[C@H:46]([OH:51])[O:45][C@@H:44]2[CH2:52][OH:53])[C@H:39]([OH:54])[C@@H:38]([OH:55])[C@@H:37]1[OH:56], predict the reactants needed to synthesize it. The reactants are: [CH2:1]([OH:34])[C@H:2]1[O:7][C@H:6]([O:8][C@H:9]2[C@H:14]([OH:15])[C@@H:13]([OH:16])[C@@H:12]([O:17][C@H:18]3[C@H:23]([OH:24])[C@@H:22]([OH:25])[C@@H:21]([OH:26])[O:20][C@@H:19]3[CH2:27][OH:28])[O:11][C@@H:10]2[CH2:29][OH:30])[C@H:5]([OH:31])[C@@H:4]([OH:32])[C@@H:3]1[OH:33].[CH2:35]([OH:57])[C@H:36]1[O:41][C@H:40]([O:42][C@H:43]2[C@H:48]([OH:49])[C@@H:47]([OH:50])[C@H:46]([OH:51])[O:45][C@@H:44]2[CH2:52][OH:53])[C@H:39]([OH:54])[C@@H:38]([OH:55])[C@@H:37]1[OH:56]. (5) Given the product [NH2:14][C:13]1([C:6]2[C:7](=[O:12])[NH:8][C:9]3[C:4]([CH:5]=2)=[CH:3][C:2]([Cl:1])=[CH:11][CH:10]=3)[CH2:16][CH2:15]1, predict the reactants needed to synthesize it. The reactants are: [Cl:1][C:2]1[CH:3]=[C:4]2[C:9](=[CH:10][CH:11]=1)[NH:8][C:7](=[O:12])[C:6]([C:13]#[N:14])=[CH:5]2.[CH2:15]([Mg]Br)[CH3:16].B(F)(F)F.CCOCC.[NH4+].[Cl-].[OH-].[Na+].